Dataset: Catalyst prediction with 721,799 reactions and 888 catalyst types from USPTO. Task: Predict which catalyst facilitates the given reaction. (1) Reactant: Cl.[Cl:2][C:3]1[CH:11]=[C:10]2[C:6]([C:7]([NH:20][C:21]([NH:23][C:24]3[CH:29]=[CH:28][CH:27]=[CH:26][CH:25]=3)=[O:22])=[N:8][N:9]2COCC[Si](C)(C)C)=[CH:5][C:4]=1[C:30]1[CH:35]=[CH:34][CH:33]=[CH:32][CH:31]=1. Product: [Cl:2][C:3]1[CH:11]=[C:10]2[C:6]([C:7]([NH:20][C:21]([NH:23][C:24]3[CH:29]=[CH:28][CH:27]=[CH:26][CH:25]=3)=[O:22])=[N:8][NH:9]2)=[CH:5][C:4]=1[C:30]1[CH:35]=[CH:34][CH:33]=[CH:32][CH:31]=1. The catalyst class is: 5. (2) Reactant: Br[CH:2]1[CH2:4][CH2:3]1.[Mg].[O:6]=[C:7]1[C:16]2[CH:17]=[C:18]([CH2:21][C:22]([O:24][CH3:25])=[O:23])[CH:19]=[CH:20][C:15]=2[O:14][CH2:13][C:12]2[CH:11]=[CH:10][S:9][C:8]1=2.[Cl-].[NH4+]. Product: [CH:2]1([C:7]2([OH:6])[C:16]3[CH:17]=[C:18]([CH2:21][C:22]([O:24][CH3:25])=[O:23])[CH:19]=[CH:20][C:15]=3[O:14][CH2:13][C:12]3[CH:11]=[CH:10][S:9][C:8]2=3)[CH2:4][CH2:3]1. The catalyst class is: 1.